This data is from Full USPTO retrosynthesis dataset with 1.9M reactions from patents (1976-2016). The task is: Predict the reactants needed to synthesize the given product. (1) Given the product [OH:20][CH2:21][CH:22]([CH2:4][OH:3])[O:23][CH2:24][N:25]1[CH:32]=[C:31]([CH:33]([N:36]=[N+:37]=[N-:38])[CH2:34][I:35])[C:29](=[O:30])[NH:28][C:26]1=[O:27], predict the reactants needed to synthesize it. The reactants are: ICl.[OH:3][CH2:4]C(CO)OCN1C=C(C=C)C(=O)NC1=O.[OH:20][CH2:21][CH2:22][O:23][CH2:24][N:25]1[CH:32]=[C:31]([CH:33]([N:36]=[N+:37]=[N-:38])[CH2:34][I:35])[C:29](=[O:30])[NH:28][C:26]1=[O:27]. (2) Given the product [CH:1]1([C:4]2[N:8]([C:9]([O:11][C:12]([CH3:15])([CH3:14])[CH3:13])=[O:10])[C:7]3[CH:16]=[C:17]([C:21]4[C:22]([CH3:27])=[N:23][O:24][C:25]=4[CH3:26])[CH:18]=[C:19]([C@:39]([OH:40])([C:34]4[CH:35]=[CH:36][CH:37]=[CH:38][N:33]=4)[C@H:41]4[CH2:47][CH2:46][C:43]5([CH2:45][CH2:44]5)[O:42]4)[C:6]=3[N:5]=2)[CH2:3][CH2:2]1, predict the reactants needed to synthesize it. The reactants are: [CH:1]1([C:4]2[N:8]([C:9]([O:11][C:12]([CH3:15])([CH3:14])[CH3:13])=[O:10])[C:7]3[CH:16]=[C:17]([C:21]4[C:22]([CH3:27])=[N:23][O:24][C:25]=4[CH3:26])[CH:18]=[C:19](I)[C:6]=3[N:5]=2)[CH2:3][CH2:2]1.[Li]CCCC.[N:33]1[CH:38]=[CH:37][CH:36]=[CH:35][C:34]=1[C:39]([C@H:41]1[CH2:47][CH2:46][C:43]2([CH2:45][CH2:44]2)[O:42]1)=[O:40].[NH4+].[Cl-]. (3) Given the product [C:1]1([S:7]([C:8]2[CH:9]=[C:10]3[C:16]([C:17]4[CH:21]=[N:20][NH:19][CH:18]=4)=[CH:15][NH:14][C:11]3=[N:12][CH:13]=2)=[O:22])[CH:2]=[CH:3][CH:4]=[CH:5][CH:6]=1, predict the reactants needed to synthesize it. The reactants are: [C:1]1([S:7][C:8]2[CH:9]=[C:10]3[C:16]([C:17]4[CH:18]=[N:19][NH:20][CH:21]=4)=[CH:15][NH:14][C:11]3=[N:12][CH:13]=2)[CH:6]=[CH:5][CH:4]=[CH:3][CH:2]=1.[OH:22]O. (4) Given the product [CH3:12][C:13]1[S:14][C:15]([C:22]2[O:9][N:8]=[C:6]([C:5]3[CH:10]=[CH:11][C:2]([Cl:1])=[CH:3][CH:4]=3)[N:7]=2)=[C:16]([C:18]([F:21])([F:19])[F:20])[N:17]=1, predict the reactants needed to synthesize it. The reactants are: [Cl:1][C:2]1[CH:11]=[CH:10][C:5]([C:6](=[N:8][OH:9])[NH2:7])=[CH:4][CH:3]=1.[CH3:12][C:13]1[S:14][C:15]([C:22]([O-])=O)=[C:16]([C:18]([F:21])([F:20])[F:19])[N:17]=1. (5) Given the product [C:1]([O:5][CH2:13][C:14]([C:16]1[CH:17]=[CH:18][C:19]([S:22]([CH3:25])(=[O:24])=[O:23])=[CH:20][CH:21]=1)=[O:15])(=[O:4])[CH2:2][CH3:3], predict the reactants needed to synthesize it. The reactants are: [C:1]([OH:5])(=[O:4])[CH2:2][CH3:3].C([O-])([O-])=O.[Cs+].[Cs+].Br[CH2:13][C:14]([C:16]1[CH:21]=[CH:20][C:19]([S:22]([CH3:25])(=[O:24])=[O:23])=[CH:18][CH:17]=1)=[O:15]. (6) Given the product [F:23][C:21]1[CH:20]=[CH:19][C:9]2[C:10]([CH:16]([CH3:17])[CH3:18])=[N:11][C:12]3[CH:13]=[CH:14][NH:15][C:6](=[O:5])[C:7]=3[C:8]=2[CH:22]=1, predict the reactants needed to synthesize it. The reactants are: C([O:5][C:6]1[N:15]=[CH:14][CH:13]=[C:12]2[C:7]=1[C:8]1[CH:22]=[C:21]([F:23])[CH:20]=[CH:19][C:9]=1[C:10]([CH:16]([CH3:18])[CH3:17])=[N:11]2)CCC.Cl. (7) Given the product [NH2:1][C:2]1[C:3]2[C:26]([CH3:27])([CH3:28])[C:25](=[O:29])[NH:24][C:4]=2[N:5]=[C:6]([N:8]2[C:16]3[C:11](=[CH:12][CH:13]=[CH:14][CH:15]=3)[C:10]([CH2:18][CH2:19][C:20]([F:22])([F:21])[F:23])=[N:9]2)[N:7]=1, predict the reactants needed to synthesize it. The reactants are: [NH2:1][C:2]1[C:3]2[C:26]([CH3:28])([CH3:27])[C:25](=[O:29])[NH:24][C:4]=2[N:5]=[C:6]([N:8]2[C:16]3[C:11](=[CH:12][C:13](Cl)=[CH:14][CH:15]=3)[C:10]([CH2:18][CH2:19][C:20]([F:23])([F:22])[F:21])=[N:9]2)[N:7]=1. (8) Given the product [O:1]([CH2:8][CH2:9][CH2:10][O:11][S:29]([CH2:28][C:24]12[C:20]([CH3:19])([CH3:33])[CH:21]([CH2:22][CH2:23]1)[CH2:27][C:25]2=[O:26])(=[O:31])=[O:30])[C:2]1[CH:7]=[CH:6][CH:5]=[CH:4][CH:3]=1, predict the reactants needed to synthesize it. The reactants are: [O:1]([CH2:8][CH2:9][CH2:10][OH:11])[C:2]1[CH:7]=[CH:6][CH:5]=[CH:4][CH:3]=1.C(N(CC)CC)C.[CH3:19][C:20]1([CH3:33])[C:24]2([CH2:28][S:29](Cl)(=[O:31])=[O:30])[C:25]([CH2:27][CH:21]1[CH2:22][CH2:23]2)=[O:26]. (9) Given the product [OH:32][CH:24]([CH2:25][N:26]1[CH2:31][CH2:30][O:29][CH2:28][CH2:27]1)[CH2:23][NH:22][C:18]([C:14]1[C:13]([CH3:21])=[C:12](/[CH:11]=[C:10]2\[C:2](=[O:1])[NH:3][C:4]3[C:9]\2=[CH:8][CH:7]=[CH:6][CH:5]=3)[NH:16][C:15]=1[CH3:17])=[O:20], predict the reactants needed to synthesize it. The reactants are: [O:1]=[C:2]1[C:10](=[CH:11][C:12]2[NH:16][C:15]([CH3:17])=[C:14]([C:18]([OH:20])=O)[C:13]=2[CH3:21])[C:9]2[C:4](=[CH:5][CH:6]=[CH:7][CH:8]=2)[NH:3]1.[NH2:22][CH2:23][CH:24]([OH:32])[CH2:25][N:26]1[CH2:31][CH2:30][O:29][CH2:28][CH2:27]1.